From a dataset of Forward reaction prediction with 1.9M reactions from USPTO patents (1976-2016). Predict the product of the given reaction. (1) Given the reactants Br[CH2:2][C:3]([C:5]1[CH:10]=[CH:9][C:8]([F:11])=[CH:7][CH:6]=1)=[O:4].[C-:12]#[N:13].[K+].Cl, predict the reaction product. The product is: [F:11][C:8]1[CH:9]=[CH:10][C:5]([C:3](=[O:4])[CH2:2][C:12]#[N:13])=[CH:6][CH:7]=1. (2) Given the reactants [Cl:1][C:2]1[C:10]([F:11])=[CH:9][CH:8]=[CH:7][C:3]=1[C:4]([OH:6])=O.[F:12][C:13]1([F:28])[CH2:18][CH2:17][C:16]([CH2:26][NH2:27])([C:19]2[CH:20]=[N:21][C:22]([F:25])=[CH:23][CH:24]=2)[CH2:15][CH2:14]1, predict the reaction product. The product is: [Cl:1][C:2]1[C:10]([F:11])=[CH:9][CH:8]=[CH:7][C:3]=1[C:4]([NH:27][CH2:26][C:16]1([C:19]2[CH:20]=[N:21][C:22]([F:25])=[CH:23][CH:24]=2)[CH2:17][CH2:18][C:13]([F:12])([F:28])[CH2:14][CH2:15]1)=[O:6]. (3) Given the reactants [Br:1][C:2]1[CH:7]=[C:6]([N+:8]([O-])=O)[C:5](/[CH:11]=[CH:12]/[CH:13]=O)=[C:4]([F:15])[CH:3]=1.[Cl-].[NH4+], predict the reaction product. The product is: [Br:1][C:2]1[CH:7]=[C:6]2[C:5]([CH:11]=[CH:12][CH:13]=[N:8]2)=[C:4]([F:15])[CH:3]=1. (4) Given the reactants [OH:1][CH2:2][C:3]1[CH:11]=[CH:10][CH:9]=[C:8]2[C:4]=1[CH:5]=[CH:6][NH:7]2.C[N+]1([O-])CCOCC1, predict the reaction product. The product is: [NH:7]1[C:8]2[CH:9]=[CH:10][CH:11]=[C:3]([CH:2]=[O:1])[C:4]=2[CH:5]=[CH:6]1. (5) The product is: [F:33][C:29]1[CH:28]=[C:27]([C:24]2[CH:25]=[CH:26][C:21]([C:19]([NH:18][C@H:15]3[CH2:14][CH2:13][C@@H:12]([NH:11][C:9](=[O:10])[CH2:8][NH2:7])[CH2:17][CH2:16]3)=[O:20])=[CH:22][N:23]=2)[CH:32]=[CH:31][CH:30]=1. Given the reactants C(OC(=O)[NH:7][CH2:8][C:9]([NH:11][C@H:12]1[CH2:17][CH2:16][C@@H:15]([NH:18][C:19]([C:21]2[CH:22]=[N:23][C:24]([C:27]3[CH:32]=[CH:31][CH:30]=[C:29]([F:33])[CH:28]=3)=[CH:25][CH:26]=2)=[O:20])[CH2:14][CH2:13]1)=[O:10])(C)(C)C.FC(F)(F)C(O)=O, predict the reaction product. (6) Given the reactants CN(C(ON1N=NC2C=CC=NC1=2)=[N+](C)C)C.F[P-](F)(F)(F)(F)F.[NH2:25][CH2:26][C:27]1[C:28]([F:44])=[C:29]([O:34][C:35]2[CH:36]=[C:37]([CH:40]=[C:41]([Cl:43])[CH:42]=2)[C:38]#[N:39])[C:30]([Cl:33])=[CH:31][CH:32]=1.[CH3:45][S:46][CH2:47][CH2:48][O:49][C:50]1[CH:51]=[C:52]2[C:56](=[CH:57][CH:58]=1)[NH:55][C:54]([C:59](O)=[O:60])=[CH:53]2.CCN(C(C)C)C(C)C, predict the reaction product. The product is: [Cl:33][C:30]1[CH:31]=[CH:32][C:27]([CH2:26][NH:25][C:59]([C:54]2[NH:55][C:56]3[C:52]([CH:53]=2)=[CH:51][C:50]([O:49][CH2:48][CH2:47][S:46][CH3:45])=[CH:58][CH:57]=3)=[O:60])=[C:28]([F:44])[C:29]=1[O:34][C:35]1[CH:36]=[C:37]([C:38]#[N:39])[CH:40]=[C:41]([Cl:43])[CH:42]=1. (7) Given the reactants [NH2:1][C:2]1[CH:37]=[CH:36][C:5]([O:6][CH2:7][CH2:8][CH2:9][CH2:10][CH2:11][C:12]([O:14][CH2:15][CH2:16][O:17][CH2:18][CH2:19][O:20][C:21](=[O:35])[CH2:22][CH2:23][CH2:24][CH2:25][CH2:26][O:27][C:28]2[CH:33]=[CH:32][C:31]([NH2:34])=[CH:30][CH:29]=2)=[O:13])=[CH:4][CH:3]=1.Cl[C:39](Cl)([O:41]C(=O)OC(Cl)(Cl)Cl)Cl.[O:50]1CCOC[CH2:51]1, predict the reaction product. The product is: [N:34]([C:31]1[CH:30]=[CH:29][C:28]([O:27][CH2:26][CH2:25][CH2:24][CH2:23][CH2:22][C:21]([O:20][CH2:19][CH2:18][O:17][CH2:16][CH2:15][O:14][C:12](=[O:13])[CH2:11][CH2:10][CH2:9][CH2:8][CH2:7][O:6][C:5]2[CH:4]=[CH:3][C:2]([N:1]=[C:51]=[O:50])=[CH:37][CH:36]=2)=[O:35])=[CH:33][CH:32]=1)=[C:39]=[O:41].